This data is from Catalyst prediction with 721,799 reactions and 888 catalyst types from USPTO. The task is: Predict which catalyst facilitates the given reaction. (1) Reactant: [Cl:1][C:2]1[C:3]([NH:18][C:19]2[CH:29]=[CH:28][CH:27]=[CH:26][C:20]=2[C:21]([NH:23][O:24][CH3:25])=[O:22])=[CH:4][C:5]([NH:8][C:9]2[N:13]([CH:14]([CH3:16])[CH3:15])[N:12]=[C:11]([CH3:17])[CH:10]=2)=[N:6][CH:7]=1.Cl.C(OCC)C. Product: [ClH:1].[Cl:1][C:2]1[C:3]([NH:18][C:19]2[CH:29]=[CH:28][CH:27]=[CH:26][C:20]=2[C:21]([NH:23][O:24][CH3:25])=[O:22])=[CH:4][C:5]([NH:8][C:9]2[N:13]([CH:14]([CH3:15])[CH3:16])[N:12]=[C:11]([CH3:17])[CH:10]=2)=[N:6][CH:7]=1. The catalyst class is: 13. (2) Product: [CH2:1]([O:8][CH2:9][C@@H:10]([F:37])[CH2:11][N:12]1[CH:16]=[C:15]([C:17]([O:19][C:20]([CH3:23])([CH3:22])[CH3:21])=[O:18])[N:14]=[N:13]1)[C:2]1[CH:7]=[CH:6][CH:5]=[CH:4][CH:3]=1. The catalyst class is: 2. Reactant: [CH2:1]([O:8][CH2:9][C@H:10](O)[CH2:11][N:12]1[CH:16]=[C:15]([C:17]([O:19][C:20]([CH3:23])([CH3:22])[CH3:21])=[O:18])[N:14]=[N:13]1)[C:2]1[CH:7]=[CH:6][CH:5]=[CH:4][CH:3]=1.N1C=CC=CC=1.CCN(S(F)(F)[F:37])CC. (3) Reactant: C([O:4][CH2:5][CH2:6][CH2:7][CH2:8][CH:9]([O:15][N+:16]([O-:18])=[O:17])[CH2:10][O:11][N+:12]([O-:14])=[O:13])(=O)C.[OH-].[Na+]. Product: [N+:12]([O-:14])([O:11][CH2:10][CH:9]([O:15][N+:16]([O-:18])=[O:17])[CH2:8][CH2:7][CH2:6][CH2:5][OH:4])=[O:13]. The catalyst class is: 242. (4) Reactant: [C:1]([O:5][C:6]([N:8]1[CH2:13][CH2:12][CH:11]([C:14]2[O:15][CH:16]=[CH:17][C:18]=2[CH2:19][OH:20])[CH2:10][CH2:9]1)=[O:7])([CH3:4])([CH3:3])[CH3:2].C1N2CCN(CC2)C1.[S:29](Cl)([C:32]1[CH:38]=[CH:37][C:35]([CH3:36])=[CH:34][CH:33]=1)(=[O:31])=[O:30]. Product: [C:1]([O:5][C:6]([N:8]1[CH2:13][CH2:12][CH:11]([C:14]2[O:15][CH:16]=[CH:17][C:18]=2[CH2:19][O:20][S:29]([C:32]2[CH:38]=[CH:37][C:35]([CH3:36])=[CH:34][CH:33]=2)(=[O:31])=[O:30])[CH2:10][CH2:9]1)=[O:7])([CH3:4])([CH3:2])[CH3:3]. The catalyst class is: 91. (5) Reactant: [C:1]([CH2:4][CH2:5][CH2:6][O:7][C:8]1[C:9]([Se:22][C:23]2[CH:33]=[CH:32][C:26]([C:27]([O:29]CC)=[O:28])=[CH:25][CH:24]=2)=[CH:10][C:11]2[C:12]([CH3:21])([CH3:20])[CH2:13][CH2:14][C:15]([CH3:19])([CH3:18])[C:16]=2[CH:17]=1)([OH:3])=[O:2].[OH-].[Na+]. Product: [C:1]([CH2:4][CH2:5][CH2:6][O:7][C:8]1[C:9]([Se:22][C:23]2[CH:24]=[CH:25][C:26]([C:27]([OH:29])=[O:28])=[CH:32][CH:33]=2)=[CH:10][C:11]2[C:12]([CH3:21])([CH3:20])[CH2:13][CH2:14][C:15]([CH3:19])([CH3:18])[C:16]=2[CH:17]=1)([OH:3])=[O:2]. The catalyst class is: 219. (6) Reactant: [C:1]1([OH:7])[CH:6]=[CH:5][CH:4]=[CH:3][CH:2]=1. Product: [CH2:1]=[O:7].[C:1]1([OH:7])[CH:6]=[CH:5][CH:4]=[CH:3][CH:2]=1. The catalyst class is: 6.